This data is from NCI-60 drug combinations with 297,098 pairs across 59 cell lines. The task is: Regression. Given two drug SMILES strings and cell line genomic features, predict the synergy score measuring deviation from expected non-interaction effect. (1) Drug 1: CC1=C2C(C(=O)C3(C(CC4C(C3C(C(C2(C)C)(CC1OC(=O)C(C(C5=CC=CC=C5)NC(=O)OC(C)(C)C)O)O)OC(=O)C6=CC=CC=C6)(CO4)OC(=O)C)OC)C)OC. Drug 2: C(=O)(N)NO. Cell line: TK-10. Synergy scores: CSS=55.0, Synergy_ZIP=6.89, Synergy_Bliss=7.89, Synergy_Loewe=-8.27, Synergy_HSA=10.1. (2) Drug 1: CC1=C(C(=O)C2=C(C1=O)N3CC4C(C3(C2COC(=O)N)OC)N4)N. Drug 2: C(CCl)NC(=O)N(CCCl)N=O. Cell line: SW-620. Synergy scores: CSS=-4.03, Synergy_ZIP=0.182, Synergy_Bliss=-4.02, Synergy_Loewe=-10.4, Synergy_HSA=-9.34. (3) Drug 1: C1=CN(C(=O)N=C1N)C2C(C(C(O2)CO)O)O.Cl. Drug 2: CNC(=O)C1=NC=CC(=C1)OC2=CC=C(C=C2)NC(=O)NC3=CC(=C(C=C3)Cl)C(F)(F)F. Cell line: HS 578T. Synergy scores: CSS=10.6, Synergy_ZIP=0.589, Synergy_Bliss=-1.10, Synergy_Loewe=-16.2, Synergy_HSA=-2.16. (4) Drug 1: C1C(C(OC1N2C=C(C(=O)NC2=O)F)CO)O. Drug 2: C1=NC(=NC(=O)N1C2C(C(C(O2)CO)O)O)N. Cell line: KM12. Synergy scores: CSS=25.7, Synergy_ZIP=-4.01, Synergy_Bliss=-0.768, Synergy_Loewe=1.51, Synergy_HSA=6.16. (5) Drug 1: COC1=NC(=NC2=C1N=CN2C3C(C(C(O3)CO)O)O)N. Drug 2: CC1=C2C(C(=O)C3(C(CC4C(C3C(C(C2(C)C)(CC1OC(=O)C(C(C5=CC=CC=C5)NC(=O)C6=CC=CC=C6)O)O)OC(=O)C7=CC=CC=C7)(CO4)OC(=O)C)O)C)OC(=O)C. Cell line: BT-549. Synergy scores: CSS=3.35, Synergy_ZIP=-3.53, Synergy_Bliss=-5.89, Synergy_Loewe=-17.9, Synergy_HSA=-7.25. (6) Cell line: OVCAR3. Drug 2: CC1=CC2C(CCC3(C2CCC3(C(=O)C)OC(=O)C)C)C4(C1=CC(=O)CC4)C. Synergy scores: CSS=-3.32, Synergy_ZIP=0.161, Synergy_Bliss=-0.361, Synergy_Loewe=-6.23, Synergy_HSA=-4.13. Drug 1: CS(=O)(=O)C1=CC(=C(C=C1)C(=O)NC2=CC(=C(C=C2)Cl)C3=CC=CC=N3)Cl.